From a dataset of Full USPTO retrosynthesis dataset with 1.9M reactions from patents (1976-2016). Predict the reactants needed to synthesize the given product. Given the product [CH:12]1([C:9]2[NH:8][C:3]3[C:4]([CH:10]=2)=[CH:5][CH:6]=[CH:7][CH:2]=3)[CH2:14][CH2:13]1, predict the reactants needed to synthesize it. The reactants are: I[C:2]1[CH:7]=[CH:6][CH:5]=[CH:4][C:3]=1[NH:8][C:9](=O)[CH3:10].[CH:12]1(C#C)[CH2:14][CH2:13]1.